The task is: Predict the product of the given reaction.. This data is from Forward reaction prediction with 1.9M reactions from USPTO patents (1976-2016). (1) Given the reactants Br[CH2:2][C@@H:3]([OH:11])[C@H:4]1[O:9][C:7](=[O:8])[C@H:6]2[O:10][C@@H:5]12.[OH2:12].[OH-:13].[Na+].CC(CC(C)=[O:20])C, predict the reaction product. The product is: [O:12]=[C:7]([OH:8])[C@H:6]([C@@H:5]([C@H:4]([C@H:3]([CH2:2][OH:20])[OH:11])[OH:9])[OH:10])[OH:13]. (2) Given the reactants [NH2:1][C:2]1[C:7]([C:8]#[N:9])=[C:6]([CH:10]2[CH2:15][CH2:14][CH2:13][CH2:12][O:11]2)[C:5]([C:16]#[N:17])=[C:4]([O:18][CH3:19])[N:3]=1.[H-].[Na+].[CH3:22][O:23][CH2:24][C:25](Cl)=[O:26], predict the reaction product. The product is: [C:8]([C:7]1[C:2]([NH:1][C:25](=[O:26])[CH2:24][O:23][CH3:22])=[N:3][C:4]([O:18][CH3:19])=[C:5]([C:16]#[N:17])[C:6]=1[CH:10]1[CH2:15][CH2:14][CH2:13][CH2:12][O:11]1)#[N:9].